From a dataset of Full USPTO retrosynthesis dataset with 1.9M reactions from patents (1976-2016). Predict the reactants needed to synthesize the given product. (1) The reactants are: [CH2:1]([N:5]([CH2:19][CH2:20][OH:21])[C:6](=[O:18])[CH2:7][CH2:8][O:9][CH2:10][CH2:11][C:12]1[CH:17]=[CH:16][CH:15]=[CH:14][CH:13]=1)[CH2:2][CH2:3][CH3:4].CC(OI1(OC(C)=O)(OC(C)=O)OC(=O)C2C=CC=CC1=2)=O. Given the product [CH2:1]([N:5]([CH2:19][CH:20]=[O:21])[C:6](=[O:18])[CH2:7][CH2:8][O:9][CH2:10][CH2:11][C:12]1[CH:13]=[CH:14][CH:15]=[CH:16][CH:17]=1)[CH2:2][CH2:3][CH3:4], predict the reactants needed to synthesize it. (2) Given the product [CH3:9][O:8][C:5]1[CH:6]=[CH:7][C:2]([CH:17]=[O:18])=[C:3]([CH3:10])[CH:4]=1, predict the reactants needed to synthesize it. The reactants are: Br[C:2]1[CH:7]=[CH:6][C:5]([O:8][CH3:9])=[CH:4][C:3]=1[CH3:10].[Mg].II.CN([CH:17]=[O:18])C.